This data is from Forward reaction prediction with 1.9M reactions from USPTO patents (1976-2016). The task is: Predict the product of the given reaction. Given the reactants O=O.C[N:4]([CH3:21])[CH:5]=[CH:6][C:7]([C:9]1[CH:10]=[C:11]([N:15]([CH2:19][CH3:20])[C:16](=[O:18])[CH3:17])[CH:12]=[CH:13][CH:14]=1)=O.N[C:23]1[C:27]([C:28]#[N:29])=C[NH:25][N:24]=1, predict the reaction product. The product is: [CH3:20][CH2:19][N:15]([C:16]([CH3:17])=[O:18])[C:11]1[CH:12]=[CH:13][CH:14]=[C:9]([C:7]2[N:25]3[N:24]=[CH:23][C:27]([C:28]#[N:29])=[C:21]3[N:4]=[CH:5][CH:6]=2)[CH:10]=1.